Task: Predict the reaction yield, written as a fraction of the theoretical maximum amount of product (1.0 means a 100% yield; for example, 0.34 means a 34% yield).. Dataset: Reaction yield outcomes from USPTO patents with 853,638 reactions The reactants are [N:1]([CH:4]([C:10]1[N:11]([CH2:15][C:16]2[CH:21]=[CH:20][CH:19]=[CH:18][CH:17]=2)[CH:12]=[CH:13][N:14]=1)[CH:5]([CH2:8][CH3:9])[CH2:6][CH3:7])=[N+]=[N-]. The catalyst is CO.[Pd]. The product is [CH2:15]([N:11]1[CH:12]=[CH:13][N:14]=[C:10]1[CH:4]([NH2:1])[CH:5]([CH2:8][CH3:9])[CH2:6][CH3:7])[C:16]1[CH:17]=[CH:18][CH:19]=[CH:20][CH:21]=1. The yield is 0.840.